Task: Predict the reaction yield, written as a fraction of the theoretical maximum amount of product (1.0 means a 100% yield; for example, 0.34 means a 34% yield).. Dataset: Reaction yield outcomes from USPTO patents with 853,638 reactions (1) The reactants are [PH:1]([O:7][Si](C)(C)C)[O:2][Si](C)(C)C.[PH2]([O-])=O.[NH4+].[C:16]([O:20][C:21]([NH:23][C:24]1[N:29]=[CH:28][C:27]([CH2:30][C:31](=[CH2:37])[C:32]([O:34][CH2:35][CH3:36])=[O:33])=[CH:26][CH:25]=1)=[O:22])([CH3:19])([CH3:18])[CH3:17].CO. The catalyst is C(Cl)Cl.O. The product is [C:16]([O:20][C:21]([NH:23][C:24]1[N:29]=[CH:28][C:27]([CH2:30][CH:31]([C:32]([O:34][CH2:35][CH3:36])=[O:33])[CH2:37][PH:1](=[O:7])[OH:2])=[CH:26][CH:25]=1)=[O:22])([CH3:19])([CH3:17])[CH3:18]. The yield is 0.640. (2) The reactants are CC1C=CC(S(O)(=O)=O)=CC=1.[S:12]1[C:16]2[CH:17]=[C:18]([N:21]3[CH2:25][CH2:24][N:23]([C:26]4[CH:27]=[N:28][CH:29]=[CH:30][C:31]=4[CH:32](OC)[O:33]C)[C:22]3=[O:37])[CH:19]=[CH:20][C:15]=2[N:14]=[CH:13]1.CO. The catalyst is CC(C)=O.O.C(Cl)(Cl)Cl. The product is [S:12]1[C:16]2[CH:17]=[C:18]([N:21]3[CH2:25][CH2:24][N:23]([C:26]4[CH:27]=[N:28][CH:29]=[CH:30][C:31]=4[CH:32]=[O:33])[C:22]3=[O:37])[CH:19]=[CH:20][C:15]=2[N:14]=[CH:13]1. The yield is 0.995. (3) The reactants are [Br:1][C:2]1[CH:11]=[C:10]2[C:5]([CH2:6][CH2:7][C:8]3([CH2:17][CH2:16][CH:15]([OH:18])[CH2:14][CH2:13]3)[C:9]2=[O:12])=[CH:4][CH:3]=1.CI.[CH3:21]C(C)([O-])C.[K+]. The catalyst is [Cl-].[Na+].O. The product is [Br:1][C:2]1[CH:11]=[C:10]2[C:5]([CH2:6][CH2:7][C:8]3([CH2:17][CH2:16][CH:15]([O:18][CH3:21])[CH2:14][CH2:13]3)[C:9]2=[O:12])=[CH:4][CH:3]=1. The yield is 0.760. (4) The reactants are [Cl:1][C:2]1[CH:10]=[C:9]2[C:5]([C:6]([C:11]([O:13][CH3:14])=[O:12])=[CH:7][NH:8]2)=[CH:4][C:3]=1B1OCC(C)(C)CO1.Br[C:24]1[CH:38]=[CH:37][C:27]([O:28][CH2:29][CH2:30][N:31]2[CH2:36][CH2:35][NH:34][CH2:33][CH2:32]2)=[CH:26][CH:25]=1.C(=O)([O-])[O-].[K+].[K+].C(OCC)(=O)C. The catalyst is C1(C)C=CC=CC=1.C(O)C.C1C=CC(P(C2C=CC=CC=2)[C-]2C=CC=C2)=CC=1.C1C=CC(P(C2C=CC=CC=2)[C-]2C=CC=C2)=CC=1.Cl[Pd]Cl.[Fe+2]. The product is [Cl:1][C:2]1[CH:10]=[C:9]2[C:5]([C:6]([C:11]([O:13][CH3:14])=[O:12])=[CH:7][NH:8]2)=[CH:4][C:3]=1[C:24]1[CH:38]=[CH:37][C:27]([O:28][CH2:29][CH2:30][N:31]2[CH2:32][CH2:33][NH:34][CH2:35][CH2:36]2)=[CH:26][CH:25]=1. The yield is 0.400.